This data is from Catalyst prediction with 721,799 reactions and 888 catalyst types from USPTO. The task is: Predict which catalyst facilitates the given reaction. (1) Reactant: [C:1]([CH2:3][C@H:4]1[CH2:8][C@H:7]([OH:9])[CH2:6][N:5]1[C:10]([O:12][C:13]([CH3:16])([CH3:15])[CH3:14])=[O:11])#[N:2].[S:17](Cl)([CH3:20])(=[O:19])=[O:18]. Product: [C:1]([CH2:3][C@H:4]1[CH2:8][C@H:7]([O:9][S:17]([CH3:20])(=[O:19])=[O:18])[CH2:6][N:5]1[C:10]([O:12][C:13]([CH3:16])([CH3:15])[CH3:14])=[O:11])#[N:2]. The catalyst class is: 2. (2) Reactant: [F:1][C:2]1[CH:7]=[CH:6][CH:5]=[CH:4][C:3]=1[C:8]1[N:12]2[N:13]=[C:14]([S:17][CH:18]([CH2:24][CH3:25])[C:19]([O:21]CC)=[O:20])[CH:15]=[CH:16][C:11]2=[N:10][N:9]=1.[OH-].[Na+]. Product: [F:1][C:2]1[CH:7]=[CH:6][CH:5]=[CH:4][C:3]=1[C:8]1[N:12]2[N:13]=[C:14]([S:17][CH:18]([CH2:24][CH3:25])[C:19]([OH:21])=[O:20])[CH:15]=[CH:16][C:11]2=[N:10][N:9]=1. The catalyst class is: 12. (3) Reactant: O[CH2:2][C:3]1[CH:8]=[CH:7][CH:6]=[C:5]([S:9][CH:10]2[CH2:14][CH2:13][CH2:12][CH2:11]2)[CH:4]=1.C1C=CC(P(C2C=CC=CC=2)C2C=CC=CC=2)=CC=1.C(Br)(Br)(Br)[Br:35]. Product: [Br:35][CH2:2][C:3]1[CH:8]=[CH:7][CH:6]=[C:5]([S:9][CH:10]2[CH2:14][CH2:13][CH2:12][CH2:11]2)[CH:4]=1. The catalyst class is: 2. (4) Reactant: Cl.[NH2:2][CH2:3][CH2:4][N:5]1[C:9]2[CH:10]=[CH:11][C:12]([C:14]3[O:15][C:16]4[CH:22]=[CH:21][CH:20]=[CH:19][C:17]=4[N:18]=3)=[CH:13][C:8]=2[N:7]=[C:6]1[CH3:23].[CH3:24][N:25]=[C:26]=[S:27].C(N(CC)CC)C.C1COCC1. Product: [O:15]1[C:16]2[CH:22]=[CH:21][CH:20]=[CH:19][C:17]=2[N:18]=[C:14]1[C:12]1[CH:11]=[CH:10][C:9]2[N:5]([CH2:4][CH2:3][NH:2][C:26](=[S:27])[NH:25][CH3:24])[C:6]([CH3:23])=[N:7][C:8]=2[CH:13]=1. The catalyst class is: 408. (5) Reactant: [CH2:1]([O:3][C:4](=[O:12])[CH:5]([OH:11])[C:6]1[S:7][CH:8]=[CH:9][CH:10]=1)[CH3:2].CCN(C(C)C)C(C)C.[CH3:22][S:23](Cl)(=[O:25])=[O:24]. The catalyst class is: 2. Product: [CH3:22][S:23]([O:11][CH:5]([C:6]1[S:7][CH:8]=[CH:9][CH:10]=1)[C:4]([O:3][CH2:1][CH3:2])=[O:12])(=[O:25])=[O:24]. (6) Reactant: [OH:1][C:2]([C:4](F)(F)F)=O.[F:8][C:9]1[CH:37]=[C:36]([F:38])[CH:35]=[CH:34][C:10]=1[O:11][CH:12]1[CH2:17][CH2:16][N:15]([C:18]2[N:19]=[C:20]3[CH2:33][CH2:32][NH:31][CH2:30][C:21]3=[N:22][C:23]=2[NH:24][C@H:25]([CH3:29])[CH2:26][O:27][CH3:28])[CH2:14][CH2:13]1.N1C=CC=CC=1.C(OC(=O)C)(=O)C. Product: [F:8][C:9]1[CH:37]=[C:36]([F:38])[CH:35]=[CH:34][C:10]=1[O:11][CH:12]1[CH2:13][CH2:14][N:15]([C:18]2[N:19]=[C:20]3[CH2:33][CH2:32][N:31]([C:2](=[O:1])[CH3:4])[CH2:30][C:21]3=[N:22][C:23]=2[NH:24][C@H:25]([CH3:29])[CH2:26][O:27][CH3:28])[CH2:16][CH2:17]1. The catalyst class is: 2. (7) Reactant: [N+:1]([C:4]1[CH:5]=[CH:6][C:7]([C:11]([F:17])([F:16])[C:12]([F:15])([F:14])[F:13])=[C:8]([OH:10])[CH:9]=1)([O-:3])=[O:2].Cl.Cl[CH2:20][CH2:21][N:22]1[CH2:26][CH2:25][CH2:24][CH2:23]1.C([O-])([O-])=O.[K+].[K+].CC(C)=O. Product: [N+:1]([C:4]1[CH:5]=[CH:6][C:7]([C:11]([F:16])([F:17])[C:12]([F:13])([F:14])[F:15])=[C:8]([CH:9]=1)[O:10][CH2:20][CH2:21][N:22]1[CH2:26][CH2:25][CH2:24][CH2:23]1)([O-:3])=[O:2]. The catalyst class is: 25.